From a dataset of Catalyst prediction with 721,799 reactions and 888 catalyst types from USPTO. Predict which catalyst facilitates the given reaction. (1) Reactant: [Br:1][C:2]1[CH:12]=[CH:11][C:5]([CH:6]=[CH:7][C:8]([OH:10])=O)=[CH:4][CH:3]=1.C(Cl)CCl.C1C=CC2N(O)N=NC=2C=1.CCN(C(C)C)C(C)C.[CH2:36]1[C:39]2([CH2:44][CH2:43][NH:42][CH2:41][CH2:40]2)[CH2:38][N:37]1[C:45]([O:47][C:48]([CH3:51])([CH3:50])[CH3:49])=[O:46]. Product: [Br:1][C:2]1[CH:3]=[CH:4][C:5](/[CH:6]=[CH:7]/[C:8]([N:42]2[CH2:43][CH2:44][C:39]3([CH2:38][N:37]([C:45]([O:47][C:48]([CH3:49])([CH3:50])[CH3:51])=[O:46])[CH2:36]3)[CH2:40][CH2:41]2)=[O:10])=[CH:11][CH:12]=1. The catalyst class is: 3. (2) Reactant: [Cl:1][C:2]1[CH:3]=[C:4]([C:9]2[CH:14]=[CH:13][C:12]([CH2:15][NH2:16])=[CH:11][CH:10]=2)[CH:5]=[CH:6][C:7]=1[Cl:8].[CH2:17]([O:19][C:20]([CH2:22][CH:23]([CH2:27][CH:28]([CH3:30])[CH3:29])[C:24](O)=[O:25])=[O:21])[CH3:18].C1C=CC2N(O)N=NC=2C=1.CN1CCOCC1.C(Cl)CCl. Product: [Cl:1][C:2]1[CH:3]=[C:4]([C:9]2[CH:14]=[CH:13][C:12]([CH2:15][NH:16][C:24]([CH:23]([CH2:27][CH:28]([CH3:29])[CH3:30])[CH2:22][C:20]([O:19][CH2:17][CH3:18])=[O:21])=[O:25])=[CH:11][CH:10]=2)[CH:5]=[CH:6][C:7]=1[Cl:8]. The catalyst class is: 2. (3) Product: [CH3:1][C@@H:2]1[CH2:3][N:4]([C:9]2[CH:10]=[CH:11][C:12]([O:15][CH2:16][CH2:17][CH2:18][N:19]3[CH2:24][CH2:23][CH2:22][CH2:21][CH2:20]3)=[CH:13][CH:14]=2)[CH2:5][C@H:6]([CH3:8])[N:7]1[C:38]([C:37]1[CH:41]=[CH:42][C:34]([C:32]#[N:33])=[CH:35][CH:36]=1)=[O:39]. Reactant: [CH3:1][C@H:2]1[NH:7][C@@H:6]([CH3:8])[CH2:5][N:4]([C:9]2[CH:14]=[CH:13][C:12]([O:15][CH2:16][CH2:17][CH2:18][N:19]3[CH2:24][CH2:23][CH2:22][CH2:21][CH2:20]3)=[CH:11][CH:10]=2)[CH2:3]1.C(N(CC)CC)C.[C:32]([C:34]1[CH:42]=[CH:41][C:37]([C:38](Cl)=[O:39])=[CH:36][CH:35]=1)#[N:33].CO. The catalyst class is: 4. (4) Reactant: [CH2:1]([NH:3][C:4]1[C:5]([N+:10]([O-])=O)=[N:6][CH:7]=[CH:8][CH:9]=1)[CH3:2].C(OCC)(=O)C. Product: [NH2:10][C:5]1[C:4]([NH:3][CH2:1][CH3:2])=[CH:9][CH:8]=[CH:7][N:6]=1. The catalyst class is: 43. (5) Reactant: [F:1][C:2]1[CH:7]=[C:6]([N+:8]([O-])=O)[C:5]([F:11])=[CH:4][C:3]=1[CH:12]([C:18]([O:20][CH2:21][CH3:22])=[O:19])[C:13]([O:15][CH2:16][CH3:17])=[O:14].C([O-])=O.[NH4+]. Product: [NH2:8][C:6]1[C:5]([F:11])=[CH:4][C:3]([CH:12]([C:18]([O:20][CH2:21][CH3:22])=[O:19])[C:13]([O:15][CH2:16][CH3:17])=[O:14])=[C:2]([F:1])[CH:7]=1. The catalyst class is: 29. (6) Reactant: CC([O-])(C)C.[K+].O1CCOCC1.[NH2:13][C:14]1[S:15][C:16]([C:21]([CH3:29])([C:23]2[CH:28]=[CH:27][CH:26]=[CH:25][N:24]=2)[CH3:22])=[CH:17][C:18]=1[C:19]#[N:20].[C:30]([C:32]1[CH:37]=[CH:36][CH:35]=[C:34]([C:38]#[N:39])[CH:33]=1)#[N:31]. Product: [NH2:20][C:19]1[C:18]2[CH:17]=[C:16]([C:21]([CH3:29])([C:23]3[CH:28]=[CH:27][CH:26]=[CH:25][N:24]=3)[CH3:22])[S:15][C:14]=2[N:13]=[C:30]([C:32]2[CH:33]=[C:34]([CH:35]=[CH:36][CH:37]=2)[C:38]#[N:39])[N:31]=1. The catalyst class is: 98. (7) Reactant: F[C:2]1[C:3]([CH3:15])=[N:4][C:5]2[C:10]([N:11]=1)=[C:9]([C:12](=[O:14])[CH3:13])[CH:8]=[CH:7][CH:6]=2.CCN(C(C)C)C(C)C.Cl.[CH3:26][C:27]1([NH2:30])[CH2:29][CH2:28]1.C([O-])(O)=O.[Na+]. Product: [CH3:15][C:3]1[C:2]([NH:30][C:27]2([CH3:26])[CH2:29][CH2:28]2)=[N:11][C:10]2[C:5](=[CH:6][CH:7]=[CH:8][C:9]=2[C:12](=[O:14])[CH3:13])[N:4]=1. The catalyst class is: 16. (8) Reactant: CC1(C)CCCC(C)(C)N1.[Li]CCCC.[B:16](OC(C)C)([O:21]C(C)C)[O:17]C(C)C.[CH:29]1([C:33]2[CH:46]=[CH:45][CH:44]=[C:43]([F:47])[C:34]=2[O:35][Si:36]([C:39]([CH3:42])([CH3:41])[CH3:40])([CH3:38])[CH3:37])[CH2:32][CH2:31][CH2:30]1.C(O)(=O)C. Product: [Si:36]([O:35][C:34]1[C:43]([F:47])=[C:44]([B:16]([OH:21])[OH:17])[CH:45]=[CH:46][C:33]=1[CH:29]1[CH2:30][CH2:31][CH2:32]1)([C:39]([CH3:42])([CH3:40])[CH3:41])([CH3:38])[CH3:37]. The catalyst class is: 20. (9) Reactant: [CH2:1]([O:3][C:4](=[O:27])[CH2:5][N:6]1[C:14]2[CH2:13][CH2:12][CH2:11][CH:10]([NH:15][S:16]([C:19]3[CH:20]=[N:21][C:22](Cl)=[C:23]([Br:25])[CH:24]=3)(=[O:18])=[O:17])[C:9]=2[CH:8]=[N:7]1)[CH3:2].[H-].[Na+].[Cl:30][C:31]1[CH:36]=[CH:35][C:34]([OH:37])=[CH:33][CH:32]=1.C(O)(=O)C. Product: [CH2:1]([O:3][C:4](=[O:27])[CH2:5][N:6]1[C:14]2[CH2:13][CH2:12][CH2:11][CH:10]([NH:15][S:16]([C:19]3[CH:20]=[N:21][C:22]([O:37][C:34]4[CH:35]=[CH:36][C:31]([Cl:30])=[CH:32][CH:33]=4)=[C:23]([Br:25])[CH:24]=3)(=[O:17])=[O:18])[C:9]=2[CH:8]=[N:7]1)[CH3:2]. The catalyst class is: 9.